This data is from Catalyst prediction with 721,799 reactions and 888 catalyst types from USPTO. The task is: Predict which catalyst facilitates the given reaction. Product: [ClH:48].[Cl:48][C:45]1[CH:46]=[CH:47][C:42]([S:39]([N:35]2[CH2:36][CH2:37][CH2:38][C@@H:33]([NH:32][C:28]3[N:27]=[C:26]([C:25]4[N:24]5[C:20]([S:21][CH:22]=[CH:23]5)=[N:19][C:18]=4[C:14]4[CH:13]=[C:12]([NH:11][C:9](=[O:10])[CH2:8][NH2:7])[CH:17]=[CH:16][CH:15]=4)[CH:31]=[CH:30][N:29]=3)[CH2:34]2)(=[O:41])=[O:40])=[CH:43][CH:44]=1. The catalyst class is: 12. Reactant: C(OC(=O)[NH:7][CH2:8][C:9]([NH:11][C:12]1[CH:17]=[CH:16][CH:15]=[C:14]([C:18]2[N:19]=[C:20]3[N:24]([C:25]=2[C:26]2[CH:31]=[CH:30][N:29]=[C:28]([NH:32][C@@H:33]4[CH2:38][CH2:37][CH2:36][N:35]([S:39]([C:42]5[CH:47]=[CH:46][C:45]([Cl:48])=[CH:44][CH:43]=5)(=[O:41])=[O:40])[CH2:34]4)[N:27]=2)[CH:23]=[CH:22][S:21]3)[CH:13]=1)=[O:10])(C)(C)C.Cl.